Dataset: NCI-60 drug combinations with 297,098 pairs across 59 cell lines. Task: Regression. Given two drug SMILES strings and cell line genomic features, predict the synergy score measuring deviation from expected non-interaction effect. (1) Drug 2: COC1=C2C(=CC3=C1OC=C3)C=CC(=O)O2. Drug 1: C1CN1C2=NC(=NC(=N2)N3CC3)N4CC4. Synergy scores: CSS=23.8, Synergy_ZIP=4.00, Synergy_Bliss=4.50, Synergy_Loewe=-18.0, Synergy_HSA=2.73. Cell line: SN12C. (2) Drug 1: C1CCN(CC1)CCOC2=CC=C(C=C2)C(=O)C3=C(SC4=C3C=CC(=C4)O)C5=CC=C(C=C5)O. Drug 2: CC1=CC2C(CCC3(C2CCC3(C(=O)C)OC(=O)C)C)C4(C1=CC(=O)CC4)C. Cell line: U251. Synergy scores: CSS=4.17, Synergy_ZIP=-4.34, Synergy_Bliss=-4.55, Synergy_Loewe=-1.91, Synergy_HSA=-1.92.